From a dataset of Forward reaction prediction with 1.9M reactions from USPTO patents (1976-2016). Predict the product of the given reaction. (1) Given the reactants [CH3:1][C:2]1[CH:12]=[CH:11][CH:10]=[C:9]([CH3:13])[C:3]=1[O:4][CH2:5][C:6]([OH:8])=O.C([N:17](C(C)C)CC)(C)C.N[N:24]([CH:32]=[NH:33])[C:25](=[O:31])[O:26][C:27]([CH3:30])([CH3:29])[CH3:28].O.ON1C2C=CC=CC=2N=N1.F[P-](F)(F)(F)(F)F.N1(OC(N(C)C)=[N+](C)C)C2C=CC=CC=2N=N1, predict the reaction product. The product is: [NH:17]=[C:32]([NH:24][C:25](=[O:31])[O:26][C:27]([CH3:30])([CH3:29])[CH3:28])[NH:33][C:6](=[O:8])[CH2:5][O:4][C:3]1[C:9]([CH3:13])=[CH:10][CH:11]=[CH:12][C:2]=1[CH3:1]. (2) Given the reactants [CH3:1][NH:2][C:3]1[S:4][C:5]([C:8]([F:11])([F:10])[F:9])=[CH:6][CH:7]=1.[N:12]([C:15]1[N:20]=[C:19]([O:21][CH2:22][C:23]([F:26])([F:25])[F:24])[CH:18]=[C:17]([O:27][CH2:28][C:29]([F:32])([F:31])[F:30])[N:16]=1)=[C:13]=[O:14].CCOC(C)=O, predict the reaction product. The product is: [F:26][C:23]([F:24])([F:25])[CH2:22][O:21][C:19]1[CH:18]=[C:17]([O:27][CH2:28][C:29]([F:32])([F:31])[F:30])[N:16]=[C:15]([NH:12][C:13](=[O:14])[N:2]([CH3:1])[C:3]2[S:4][C:5]([C:8]([F:10])([F:9])[F:11])=[CH:6][CH:7]=2)[N:20]=1.